Dataset: Catalyst prediction with 721,799 reactions and 888 catalyst types from USPTO. Task: Predict which catalyst facilitates the given reaction. (1) Reactant: [Br:1][C:2]1[N:3]=[C:4]2[CH:10]=[C:9]([C:11]3[C:19]4[C:14](=[CH:15][CH:16]=[C:17]([O:20][CH3:21])[CH:18]=4)[N:13]([CH3:22])[CH:12]=3)[NH:8][C:5]2=[N:6][CH:7]=1.[H-].[Na+].[CH3:25][Si:26]([CH2:29][CH2:30][O:31][CH2:32]Cl)([CH3:28])[CH3:27]. Product: [Br:1][C:2]1[N:3]=[C:4]2[CH:10]=[C:9]([C:11]3[C:19]4[C:14](=[CH:15][CH:16]=[C:17]([O:20][CH3:21])[CH:18]=4)[N:13]([CH3:22])[CH:12]=3)[N:8]([CH2:32][O:31][CH2:30][CH2:29][Si:26]([CH3:28])([CH3:27])[CH3:25])[C:5]2=[N:6][CH:7]=1. The catalyst class is: 3. (2) Product: [CH3:1][CH:2]1[CH:11]=[CH:10][C:9]2[C:4](=[N:5][C:6]([CH3:13])=[CH:7][CH:8]=2)[NH:3]1. Reactant: [CH3:1][C:2]1[CH:11]=[CH:10][C:9]2[C:4](=[N:5][CH:6]=[CH:7][CH:8]=2)[N:3]=1.[Li][CH3:13]. The catalyst class is: 30. (3) Reactant: C[Si]([N-][Si](C)(C)C)(C)C.[Na+].[Br-].[CH3:12][O:13][CH2:14][CH2:15][CH2:16][P+](C1C=CC=CC=1)(C1C=CC=CC=1)C1C=CC=CC=1.[Br:36][C:37]1[CH:38]=[C:39]([CH:42]=[CH:43][CH:44]=1)[CH:40]=O.[NH4+].[Cl-]. Product: [Br:36][C:37]1[CH:44]=[CH:43][CH:42]=[C:39]([CH:40]=[CH:16][CH2:15][CH2:14][O:13][CH3:12])[CH:38]=1. The catalyst class is: 1.